Dataset: Full USPTO retrosynthesis dataset with 1.9M reactions from patents (1976-2016). Task: Predict the reactants needed to synthesize the given product. (1) The reactants are: [Cl:1][C:2]1[C:11]2[CH:10]=[CH:9][CH:8]=[C:7]([S:12](Cl)(=[O:14])=[O:13])[C:6]=2[C:5]([F:16])=[CH:4][N:3]=1.[C:17]([O:21][C:22]([N:24]([C@@H:26]1[CH2:30][CH2:29][NH:28][CH2:27]1)[CH3:25])=[O:23])([CH3:20])([CH3:19])[CH3:18].[Cl:31]C1C2C=CC=C(S(Cl)(=O)=[O:43])C=2C(Br)=CN=1.C(O[C:52]([N:54]([CH:56]1[CH2:60][CH2:59][NH:58][CH2:57]1)C)=O)(C)(C)C. Given the product [C:17]([O:21][C:22]([N:24]([C@@H:26]1[CH2:30][CH2:29][N:28]([S:12]([C:7]2[C:6]3[C:5]([F:16])=[CH:4][N:3]=[C:2]([Cl:1])[C:11]=3[CH:10]=[CH:9][CH:8]=2)(=[O:14])=[O:13])[CH2:27]1)[CH3:25])=[O:23])([CH3:20])([CH3:18])[CH3:19].[OH:43][C:2]1[C:11]2[CH:10]=[CH:9][CH:8]=[C:7]([S:12]([N:58]3[CH2:59][CH2:60][C@@H:56]([NH:54][CH3:52])[CH2:57]3)(=[O:14])=[O:13])[C:6]=2[C:5]([F:16])=[CH:4][N:3]=1.[ClH:31], predict the reactants needed to synthesize it. (2) Given the product [Cl:1][C:2]1[CH:31]=[CH:30][CH:29]=[C:28]([C:32]([F:33])([F:35])[F:34])[C:3]=1[C:4]([N:6]1[C:14]2[C:9](=[C:10]([F:15])[CH:11]=[CH:12][CH:13]=2)[C:8]([CH:16]2[CH2:17][CH2:18][C:19]([CH3:27])([C:22]([O:24][CH2:25][CH3:26])=[O:23])[CH2:20][CH2:21]2)=[N:7]1)=[O:5], predict the reactants needed to synthesize it. The reactants are: [Cl:1][C:2]1[CH:31]=[CH:30][CH:29]=[C:28]([C:32]([F:35])([F:34])[F:33])[C:3]=1[C:4]([N:6]1[C:14]2[C:9](=[C:10]([F:15])[CH:11]=[CH:12][CH:13]=2)[C:8]([C:16]2[CH2:21][CH2:20][C:19]([CH3:27])([C:22]([O:24][CH2:25][CH3:26])=[O:23])[CH2:18][CH:17]=2)=[N:7]1)=[O:5]. (3) Given the product [N:13]([CH2:2][C:3]([C:6]1[CH:11]=[CH:10][CH:9]=[C:8]([F:12])[CH:7]=1)([F:5])[F:4])=[N+:14]=[N-:15], predict the reactants needed to synthesize it. The reactants are: Br[CH2:2][C:3]([C:6]1[CH:11]=[CH:10][CH:9]=[C:8]([F:12])[CH:7]=1)([F:5])[F:4].[N-:13]=[N+:14]=[N-:15].[Na+]. (4) Given the product [F:13][CH:14]([F:17])[CH2:15][O:16][C:2]1[N:3]=[C:4]([CH3:12])[C:5]([C:8]([O:10][CH3:11])=[O:9])=[N:6][CH:7]=1, predict the reactants needed to synthesize it. The reactants are: Cl[C:2]1[N:3]=[C:4]([CH3:12])[C:5]([C:8]([O:10][CH3:11])=[O:9])=[N:6][CH:7]=1.[F:13][CH:14]([F:17])[CH2:15][OH:16].C(=O)([O-])[O-].[K+].[K+]. (5) Given the product [C:12]([O:16][C:17](=[O:25])[NH:18][CH:19]1[CH2:24][CH2:23][N:22]([CH2:10][CH2:9][N:1]2[CH2:7][CH2:6][CH2:5][CH2:4][CH2:3][CH2:2]2)[CH2:21][CH2:20]1)([CH3:15])([CH3:13])[CH3:14], predict the reactants needed to synthesize it. The reactants are: [N:1](=[CH:9][CH2:10]Cl)[CH2:2][CH2:3][CH2:4][CH2:5][CH2:6][CH2:7]Cl.[C:12]([O:16][C:17](=[O:25])[NH:18][CH:19]1[CH2:24][CH2:23][NH:22][CH2:21][CH2:20]1)([CH3:15])([CH3:14])[CH3:13]. (6) Given the product [CH2:1]([N:8]1[CH:13]=[CH:12][CH:11]=[C:10]([C:14]([NH:18][C:19]2[CH:34]=[CH:33][C:22]([O:23][C:24]3[CH:29]=[CH:28][N:27]=[C:26]([C:30]([NH2:32])=[O:31])[CH:25]=3)=[C:21]([F:35])[CH:20]=2)=[O:16])[C:9]1=[O:17])[C:2]1[CH:3]=[CH:4][CH:5]=[CH:6][CH:7]=1, predict the reactants needed to synthesize it. The reactants are: [CH2:1]([N:8]1[CH:13]=[CH:12][CH:11]=[C:10]([C:14]([OH:16])=O)[C:9]1=[O:17])[C:2]1[CH:7]=[CH:6][CH:5]=[CH:4][CH:3]=1.[NH2:18][C:19]1[CH:34]=[CH:33][C:22]([O:23][C:24]2[CH:29]=[CH:28][N:27]=[C:26]([C:30]([NH2:32])=[O:31])[CH:25]=2)=[C:21]([F:35])[CH:20]=1.CN(C(ON1N=NC2C=CC=CC1=2)=[N+](C)C)C.[B-](F)(F)(F)F.CCN(C(C)C)C(C)C. (7) Given the product [NH2:1][C:2]1[N:3]=[CH:4][C:5]([C:19]#[C:20][C:22]2[CH:23]=[C:24]([CH2:28][C:29]([NH:31][C:32]3[CH:37]=[CH:36][C:35]([CH2:38][N:39]4[CH2:40][CH2:41][N:42]([CH3:45])[CH2:43][CH2:44]4)=[C:34]([C:48]([F:49])([F:51])[F:50])[CH:33]=3)=[O:30])[CH:25]=[CH:26][CH:27]=2)=[C:6]([C:8]2[N:16]([CH3:17])[C:15]3[CH2:14][CH2:13][NH:12][C:11](=[O:18])[C:10]=3[CH:9]=2)[CH:7]=1, predict the reactants needed to synthesize it. The reactants are: [NH2:1][C:2]1[CH:7]=[C:6]([C:8]2[N:16]([CH3:17])[C:15]3[CH2:14][CH2:13][NH:12][C:11](=[O:18])[C:10]=3[CH:9]=2)[C:5]([C:19]#[CH:20])=[CH:4][N:3]=1.I[C:22]1[CH:23]=[C:24]([CH2:28][C:29]([NH:31][C:32]2[CH:37]=[CH:36][C:35]([CH2:38][N:39]3[CH2:44][CH2:43][N:42]([CH2:45]CC)[CH2:41][CH2:40]3)=[C:34]([C:48]([F:51])([F:50])[F:49])[CH:33]=2)=[O:30])[CH:25]=[CH:26][CH:27]=1. (8) Given the product [Br:10][CH2:11][CH2:12][CH2:13][O:9][C:3]1[C:2]([F:1])=[CH:7][CH:6]=[CH:5][C:4]=1[F:8], predict the reactants needed to synthesize it. The reactants are: [F:1][C:2]1[CH:7]=[CH:6][CH:5]=[C:4]([F:8])[C:3]=1[OH:9].[Br:10][CH2:11][CH2:12][CH2:13]Br.